From a dataset of Reaction yield outcomes from USPTO patents with 853,638 reactions. Predict the reaction yield, written as a fraction of the theoretical maximum amount of product (1.0 means a 100% yield; for example, 0.34 means a 34% yield). (1) The reactants are [C:1]([O:5][C:6]([N:8]1[CH2:13][CH2:12][N:11]([C:14]2[CH:19]=[CH:18][C:17]([NH:20][C:21]3[N:26]=[C:25]([CH2:27][CH2:28][C:29]4[CH:30]=[C:31]([CH:35]=[CH:36][CH:37]=4)[C:32]([O-:34])=O)[C:24]([C:38]([F:41])([F:40])[F:39])=[CH:23][N:22]=3)=[CH:16][CH:15]=2)[CH2:10][CH2:9]1)=[O:7])([CH3:4])([CH3:3])[CH3:2].[Li+].O[N:44]1C2C=CC=CC=2N=N1.CCN=C=NCCCN(C)C.C(N(CC)C(C)C)(C)C.C(=O)([O-])[O-].[NH4+].[NH4+]. The catalyst is C1COCC1.CN(C=O)C. The product is [C:32]([C:31]1[CH:30]=[C:29]([CH:37]=[CH:36][CH:35]=1)[CH2:28][CH2:27][C:25]1[C:24]([C:38]([F:41])([F:39])[F:40])=[CH:23][N:22]=[C:21]([NH:20][C:17]2[CH:16]=[CH:15][C:14]([N:11]3[CH2:12][CH2:13][N:8]([C:6]([O:5][C:1]([CH3:2])([CH3:4])[CH3:3])=[O:7])[CH2:9][CH2:10]3)=[CH:19][CH:18]=2)[N:26]=1)(=[O:34])[NH2:44]. The yield is 0.740. (2) The reactants are [I:1][C:2]1[CH:3]=[CH:4][C:5]([NH2:10])=[C:6]([CH:9]=1)[CH:7]=O.CCCCCCC=CCCC.[F:22][C:23]([F:32])([F:31])/[CH:24]=[CH:25]/[C:26]([O:28][CH2:29][CH3:30])=[O:27]. The catalyst is CN1CCCN(C)C1=O. The product is [I:1][C:2]1[CH:9]=[C:6]2[C:5](=[CH:4][CH:3]=1)[NH:10][CH:24]([C:23]([F:22])([F:32])[F:31])[C:25]([C:26]([O:28][CH2:29][CH3:30])=[O:27])=[CH:7]2. The yield is 0.500. (3) The reactants are Cl.F[C:3]1[CH:8]=[C:7]([C:9]2[CH:18]=[CH:17][C:16]3[C:11](=[CH:12][CH:13]=[CH:14][CH:15]=3)[CH:10]=2)[CH:6]=[CH:5][N:4]=1.[OH2:19]. No catalyst specified. The product is [CH:10]1[C:11]2[C:16](=[CH:15][CH:14]=[CH:13][CH:12]=2)[CH:17]=[CH:18][C:9]=1[C:7]1[CH:6]=[CH:5][NH:4][C:3](=[O:19])[CH:8]=1. The yield is 1.00. (4) The reactants are [C:1]([C:3]1[CH:8]=[CH:7][C:6]([CH2:9][C@@H:10]([NH:14][C:15](=[O:51])[CH2:16][NH:17][C:18](=[O:50])[CH2:19][O:20][C:21]2[CH:26]=[CH:25][C:24]([C@@H:27]3[C@@H:30]([S:31][CH2:32][C:33]([C:35]4[CH:40]=[CH:39][C:38]([F:41])=[CH:37][CH:36]=4)=[O:34])[C:29](=[O:42])[N:28]3[C:43]3[CH:48]=[CH:47][C:46]([F:49])=[CH:45][CH:44]=3)=[CH:23][CH:22]=2)[C:11]([OH:13])=[O:12])=[CH:5][CH:4]=1)#[N:2].[BH4-].[Na+]. The catalyst is CO.C(O)(=O)C. The product is [C:1]([C:3]1[CH:8]=[CH:7][C:6]([CH2:9][C@@H:10]([NH:14][C:15](=[O:51])[CH2:16][NH:17][C:18](=[O:50])[CH2:19][O:20][C:21]2[CH:22]=[CH:23][C:24]([C@@H:27]3[C@@H:30]([S:31][CH2:32][CH:33]([C:35]4[CH:40]=[CH:39][C:38]([F:41])=[CH:37][CH:36]=4)[OH:34])[C:29](=[O:42])[N:28]3[C:43]3[CH:48]=[CH:47][C:46]([F:49])=[CH:45][CH:44]=3)=[CH:25][CH:26]=2)[C:11]([OH:13])=[O:12])=[CH:5][CH:4]=1)#[N:2]. The yield is 0.830. (5) The reactants are [CH3:1][C:2]1([C:11]([OH:13])=[O:12])[CH2:7][C:6]([CH3:9])([CH3:8])[CH2:5][C:4](=[O:10])[CH2:3]1.[CH3:14][C:15]([CH3:21])([CH2:19]C)[CH2:16][CH2:17]O.C(N=C=NC(C)C)(C)C. The catalyst is CN(C1C=CN=CC=1)C.C(Cl)Cl. The product is [CH3:14][C:15]([CH3:21])([CH3:19])[CH2:16][CH2:17][O:12][C:11]([C:2]1([CH3:1])[CH2:7][C:6]([CH3:8])([CH3:9])[CH2:5][C:4](=[O:10])[CH2:3]1)=[O:13]. The yield is 0.550. (6) The reactants are [C:1]([C:3]1[C:8](=[O:9])[NH:7][C:6]([C:10]([O:12][CH2:13][CH3:14])=[O:11])=[CH:5][C:4]=1[CH3:15])#[N:2].F[B-](F)(F)F.[CH3:21][O+](C)C.[OH-].[Na+]. The catalyst is C(Cl)Cl. The product is [C:1]([C:3]1[C:4]([CH3:15])=[CH:5][C:6]([C:10]([O:12][CH2:13][CH3:14])=[O:11])=[N:7][C:8]=1[O:9][CH3:21])#[N:2]. The yield is 0.529. (7) The catalyst is C1COCC1. The reactants are Br[C:2]1[CH:9]=[CH:8][C:7]([O:10][CH:11]([CH3:13])[CH3:12])=[CH:6][C:3]=1[C:4]#[N:5].C([Li])CCC.[CH3:19][C:20]([O:23][C:24](O[C:24]([O:23][C:20]([CH3:22])([CH3:21])[CH3:19])=[O:25])=[O:25])([CH3:22])[CH3:21]. The yield is 0.380. The product is [C:4]([C:3]1[CH:6]=[C:7]([O:10][CH:11]([CH3:13])[CH3:12])[CH:8]=[CH:9][C:2]=1[C:24]([O:23][C:20]([CH3:22])([CH3:21])[CH3:19])=[O:25])#[N:5]. (8) The reactants are [Cl:1][C:2]1[CH:7]=[CH:6][CH:5]=[CH:4][C:3]=1[C:8]1[C:9]2[CH:21]=[CH:20][C:19](=[O:22])[N:18]([C:23]3[CH:28]=[CH:27][CH:26]=[CH:25][C:24]=3[Cl:29])[C:10]=2[N:11]=[C:12](S(C)(=O)=O)[N:13]=1.[CH3:30][N:31]([CH3:35])[CH2:32][CH2:33][NH2:34]. No catalyst specified. The product is [Cl:1][C:2]1[CH:7]=[CH:6][CH:5]=[CH:4][C:3]=1[C:8]1[C:9]2[CH:21]=[CH:20][C:19](=[O:22])[N:18]([C:23]3[CH:28]=[CH:27][CH:26]=[CH:25][C:24]=3[Cl:29])[C:10]=2[N:11]=[C:12]([NH:34][CH2:33][CH2:32][N:31]([CH3:35])[CH3:30])[N:13]=1. The yield is 0.840. (9) The reactants are [Cl:1][C:2]1[CH:11]=[C:10]([F:12])[C:9]([N:13]2[CH:17]=[CH:16][CH:15]=[N:14]2)=[CH:8][C:3]=1[C:4](OC)=[O:5].[NH3:18]. The product is [Cl:1][C:2]1[CH:11]=[C:10]([F:12])[C:9]([N:13]2[CH:17]=[CH:16][CH:15]=[N:14]2)=[CH:8][C:3]=1[C:4]([NH2:18])=[O:5]. The catalyst is CO. The yield is 0.740. (10) The reactants are [CH3:1][O:2][CH2:3][C:4]1[CH:8]=[C:7]([C:9]([OH:11])=O)[NH:6][N:5]=1.[NH2:12][C@@H:13]([CH3:29])[CH2:14][N:15]1[CH:19]=[CH:18][C:17]([C:20]2[CH:27]=[CH:26][C:23]([C:24]#[N:25])=[C:22]([Cl:28])[CH:21]=2)=[N:16]1. No catalyst specified. The product is [Cl:28][C:22]1[CH:21]=[C:20]([C:17]2[CH:18]=[CH:19][N:15]([CH2:14][C@@H:13]([NH:12][C:9]([C:7]3[NH:6][N:5]=[C:4]([CH2:3][O:2][CH3:1])[CH:8]=3)=[O:11])[CH3:29])[N:16]=2)[CH:27]=[CH:26][C:23]=1[C:24]#[N:25]. The yield is 0.0507.